Dataset: Catalyst prediction with 721,799 reactions and 888 catalyst types from USPTO. Task: Predict which catalyst facilitates the given reaction. (1) Reactant: [CH2:1]([C:8]1[CH:16]=[CH:15][C:11]([C:12]([O-:14])=[O:13])=[CH:10][CH:9]=1)[C:2]1C=CC=CC=1.[NH:17]1[CH2:22][CH2:21][CH2:20][CH2:19][CH2:18]1.CC[C:25]1[CH:30]=[CH:29][C:28]([C:31]([OH:33])=[O:32])=[CH:27][CH:26]=1.[H][H]. Product: [CH2:1]([C:8]1[CH:16]=[CH:15][C:11]([C:12]([O-:14])=[O:13])=[CH:10][CH:9]=1)[CH3:2].[NH:17]1[CH2:22][CH2:21][CH:20]([C:27]2[C:28]([C:31]([OH:33])=[O:32])=[CH:29][CH:30]=[CH:25][CH:26]=2)[CH2:19][CH2:18]1. The catalyst class is: 579. (2) Reactant: [Cl:1][C:2]1[CH:11]=[C:10]([F:12])[C:9]([C:13]2[C:18]([F:19])=[CH:17][CH:16]=[CH:15][N:14]=2)=[CH:8][C:3]=1[C:4]([O:6]C)=[O:5].[Li+].[OH-].O.Cl. Product: [Cl:1][C:2]1[CH:11]=[C:10]([F:12])[C:9]([C:13]2[C:18]([F:19])=[CH:17][CH:16]=[CH:15][N:14]=2)=[CH:8][C:3]=1[C:4]([OH:6])=[O:5]. The catalyst class is: 8. (3) Reactant: C(O[C:4](=[O:9])[C:5]([F:8])([F:7])[F:6])C.[N:10]1[CH:15]=[CH:14][CH:13]=[CH:12][C:11]=1[C:16](=[O:18])[CH3:17].C[O-].[Na+]. Product: [F:8][C:5]([F:6])([F:7])[C:4](=[O:9])[CH2:17][C:16]([C:11]1[CH:12]=[CH:13][CH:14]=[CH:15][N:10]=1)=[O:18]. The catalyst class is: 5. (4) Reactant: [C:1]([C:5]1[CH:12]=[CH:11][C:8]([CH2:9][NH2:10])=[CH:7][CH:6]=1)([CH3:4])([CH3:3])[CH3:2].[C:13](Cl)(Cl)=[O:14].C(NC(C)C)(C)C.[CH3:24][N:25]1[C:33]2[CH:32]=[CH:31][CH:30]=[C:29]([NH2:34])[C:28]=2[CH:27]=[N:26]1. The catalyst class is: 11. Product: [C:1]([C:5]1[CH:6]=[CH:7][C:8]([CH2:9][NH:10][C:13]([NH:34][C:29]2[CH:30]=[CH:31][CH:32]=[C:33]3[C:28]=2[CH:27]=[N:26][N:25]3[CH3:24])=[O:14])=[CH:11][CH:12]=1)([CH3:4])([CH3:2])[CH3:3]. (5) Reactant: [C:1]([NH:5][CH2:6][C@@H:7]1[O:11][C:10](=[O:12])[N:9]([C:13]2[CH:18]=[CH:17][C:16]([N:19]3[CH2:24][CH2:23][O:22][CH2:21][C:20]3=[O:25])=[CH:15][CH:14]=2)[CH2:8]1)([CH3:4])([CH3:3])[CH3:2].CCN(CC)CC.[Cl:33][C:34]1[S:38][C:37]([C:39](Cl)=[O:40])=[CH:36][CH:35]=1. Product: [Cl:33][C:34]1[S:38][C:37]([C:39]([N:5]([C:1]([CH3:4])([CH3:2])[CH3:3])[CH2:6][C@@H:7]2[O:11][C:10](=[O:12])[N:9]([C:13]3[CH:14]=[CH:15][C:16]([N:19]4[CH2:24][CH2:23][O:22][CH2:21][C:20]4=[O:25])=[CH:17][CH:18]=3)[CH2:8]2)=[O:40])=[CH:36][CH:35]=1. The catalyst class is: 2. (6) Reactant: Cl.C(O[C:5]([C:7]1[NH:8][CH:9]=[CH:10][C:11]=1[NH2:12])=[O:6])C.[F:13][C:14]1[CH:15]=[C:16]2[C:20](=[CH:21][CH:22]=1)[NH:19][CH:18]=[C:17]2[CH:23]=O.[BH3-]C#N.[Na+].CCN(CC)CC.C([N:44]=[C:45]=[S:46])(=O)C1C=CC=CC=1. Product: [F:13][C:14]1[CH:15]=[C:16]2[C:20](=[CH:21][CH:22]=1)[NH:19][CH:18]=[C:17]2[CH2:23][N:12]1[C:11]2[CH:10]=[CH:9][NH:8][C:7]=2[C:5](=[O:6])[NH:44][C:45]1=[S:46]. The catalyst class is: 5. (7) Reactant: [C:1](Cl)([O:3][CH2:4][C:5]1[CH:10]=[CH:9][CH:8]=[CH:7][CH:6]=1)=[O:2].[NH2:12][C:13]1[CH:14]=[CH:15][C:16]2[CH2:22][CH2:21][CH2:20][N:19]([C:23]([O:25][C:26]([CH3:29])([CH3:28])[CH3:27])=[O:24])[CH2:18][C:17]=2[CH:30]=1.C(N(CC)CC)C. Product: [CH2:4]([O:3][C:1]([NH:12][C:13]1[CH:14]=[CH:15][C:16]2[CH2:22][CH2:21][CH2:20][N:19]([C:23]([O:25][C:26]([CH3:28])([CH3:27])[CH3:29])=[O:24])[CH2:18][C:17]=2[CH:30]=1)=[O:2])[C:5]1[CH:10]=[CH:9][CH:8]=[CH:7][CH:6]=1. The catalyst class is: 20.